From a dataset of Full USPTO retrosynthesis dataset with 1.9M reactions from patents (1976-2016). Predict the reactants needed to synthesize the given product. (1) Given the product [Cl:21][C:22]1[C:23]([N:30]2[CH:2]=[C:1]([C:3]3[N:8]=[C:7]([NH:9][C:10]4[CH:15]=[C:14]([C:16]([F:18])([F:19])[F:17])[CH:13]=[CH:12][N:11]=4)[CH:6]=[C:5]([CH3:20])[CH:4]=3)[N:28]=[N:29]2)=[N:24][CH:25]=[CH:26][CH:27]=1, predict the reactants needed to synthesize it. The reactants are: [C:1]([C:3]1[N:8]=[C:7]([NH:9][C:10]2[CH:15]=[C:14]([C:16]([F:19])([F:18])[F:17])[CH:13]=[CH:12][N:11]=2)[CH:6]=[C:5]([CH3:20])[CH:4]=1)#[CH:2].[Cl:21][C:22]1[C:23]2[N:24]([N:28]=[N:29][N:30]=2)[CH:25]=[CH:26][CH:27]=1.O1CCOCC1. (2) Given the product [C:1]([O:5][C:6](=[O:23])[N:7]([CH:9]([CH3:22])[CH2:10][C:11]1[CH:21]=[CH:20][C:14]2[O:15][CH:16]([CH2:18][NH:19][C:34]([O:36][CH2:37][C:38]3[CH:43]=[CH:42][CH:41]=[CH:40][CH:39]=3)=[O:35])[O:17][C:13]=2[CH:12]=1)[CH3:8])([CH3:4])([CH3:2])[CH3:3], predict the reactants needed to synthesize it. The reactants are: [C:1]([O:5][C:6](=[O:23])[N:7]([CH:9]([CH3:22])[CH2:10][C:11]1[CH:21]=[CH:20][C:14]2[O:15][CH:16]([CH2:18][NH2:19])[O:17][C:13]=2[CH:12]=1)[CH3:8])([CH3:4])([CH3:3])[CH3:2].C(N(CC)C(C)C)(C)C.Cl[C:34]([O:36][CH2:37][C:38]1[CH:43]=[CH:42][CH:41]=[CH:40][CH:39]=1)=[O:35]. (3) The reactants are: [Br:1][C:2]1[N:6]2[N:7]=[C:8]([NH:11][CH2:12][C@@H:13]3[CH2:17][CH2:16][CH2:15][N:14]3[C:18](=[O:23])[CH2:19][CH:20]([CH3:22])[CH3:21])[CH:9]=[CH:10][C:5]2=[N:4][CH:3]=1.[H-].[Na+].[CH3:26]I.[Cl-].[NH4+]. Given the product [Br:1][C:2]1[N:6]2[N:7]=[C:8]([N:11]([CH2:12][C@@H:13]3[CH2:17][CH2:16][CH2:15][N:14]3[C:18](=[O:23])[CH2:19][CH:20]([CH3:21])[CH3:22])[CH3:26])[CH:9]=[CH:10][C:5]2=[N:4][CH:3]=1, predict the reactants needed to synthesize it. (4) Given the product [Cl:17][C:18]1[CH:19]=[C:20]([NH:24][C:25]([NH:16][C:10]2[CH:11]=[CH:12][C:13]([O:14][CH3:15])=[C:8]([C:3]3[N:4]([CH3:7])[N:5]=[CH:6][C:2]=3[F:1])[CH:9]=2)=[O:26])[CH:21]=[CH:22][CH:23]=1, predict the reactants needed to synthesize it. The reactants are: [F:1][C:2]1[CH:6]=[N:5][N:4]([CH3:7])[C:3]=1[C:8]1[CH:9]=[C:10]([NH2:16])[CH:11]=[CH:12][C:13]=1[O:14][CH3:15].[Cl:17][C:18]1[CH:19]=[C:20]([N:24]=[C:25]=[O:26])[CH:21]=[CH:22][CH:23]=1.